Dataset: NCI-60 drug combinations with 297,098 pairs across 59 cell lines. Task: Regression. Given two drug SMILES strings and cell line genomic features, predict the synergy score measuring deviation from expected non-interaction effect. (1) Drug 1: C1=NC2=C(N1)C(=S)N=C(N2)N. Drug 2: CN1C2=C(C=C(C=C2)N(CCCl)CCCl)N=C1CCCC(=O)O.Cl. Cell line: 786-0. Synergy scores: CSS=33.0, Synergy_ZIP=-10.6, Synergy_Bliss=-10.7, Synergy_Loewe=-33.2, Synergy_HSA=-8.23. (2) Drug 1: CN(C)C1=NC(=NC(=N1)N(C)C)N(C)C. Drug 2: B(C(CC(C)C)NC(=O)C(CC1=CC=CC=C1)NC(=O)C2=NC=CN=C2)(O)O. Cell line: T-47D. Synergy scores: CSS=-3.66, Synergy_ZIP=2.46, Synergy_Bliss=1.21, Synergy_Loewe=-3.01, Synergy_HSA=-3.04.